This data is from Catalyst prediction with 721,799 reactions and 888 catalyst types from USPTO. The task is: Predict which catalyst facilitates the given reaction. (1) Reactant: Br[C:2]1[CH:6]=[C:5]([Si:7]([CH3:10])([CH3:9])[CH3:8])[S:4][C:3]=1[C:11]1[S:12][C:13]([Si:17]([CH3:20])([CH3:19])[CH3:18])=[CH:14][C:15]=1Br.[Li]CCCC.[NH4+].[Cl-].C[C:29]([CH3:31])=[O:30].C(=O)=[O:33]. Product: [CH3:8][Si:7]([CH3:10])([CH3:9])[C:5]1[S:4][C:3]2[C:11]3[S:12][C:13]([Si:17]([CH3:20])([CH3:19])[CH3:18])=[CH:14][C:15]=3[C:31](=[O:33])[C:29](=[O:30])[C:2]=2[CH:6]=1. The catalyst class is: 1. (2) Reactant: [CH3:1][C:2]([NH:11][N:12]=C(C)C)([CH3:10])[CH2:3][C:4]1[CH:9]=[CH:8][CH:7]=[CH:6][CH:5]=1.O=[C:17]([C:24]1[CH:29]=[CH:28][CH:27]=[CH:26][CH:25]=1)[CH2:18][C:19]([O:21]CC)=O.C(=O)([O-])O.[Na+]. Product: [CH3:10][C:2]([N:11]1[C:19](=[O:21])[CH2:18][C:17]([C:24]2[CH:25]=[CH:26][CH:27]=[CH:28][CH:29]=2)=[N:12]1)([CH3:1])[CH2:3][C:4]1[CH:5]=[CH:6][CH:7]=[CH:8][CH:9]=1. The catalyst class is: 342. (3) Reactant: [C:1](Cl)(=[O:5])C(Cl)=O.[Cl:7][C:8]1[CH:13]=[CH:12][C:11]([C:14]2[S:18][C:17]([C:19]([OH:21])=O)=[C:16]([C:22]3[CH:27]=[CH:26][C:25]([S:28](=[O:31])(=[O:30])[NH2:29])=[C:24]([CH3:32])[CH:23]=3)[C:15]=2[CH3:33])=[CH:10][CH:9]=1.[CH3:34][N:35]([CH:37]=O)[CH3:36].[CH2:39]([N:41](CC)CC)C. Product: [Cl:7][C:8]1[CH:13]=[CH:12][C:11]([C:14]2[S:18][C:17]([C:19]([N:41]([O:5][CH3:1])[CH3:39])=[O:21])=[C:16]([C:22]3[CH:27]=[CH:26][C:25]([S:28](=[O:31])(=[O:30])[N:29]=[CH:34][N:35]([CH3:37])[CH3:36])=[C:24]([CH3:32])[CH:23]=3)[C:15]=2[CH3:33])=[CH:10][CH:9]=1. The catalyst class is: 4. (4) Reactant: C([O:8][C:9]1[C:18]2[C:13](=[CH:14][CH:15]=[CH:16][CH:17]=2)[N:12]=[C:11]([CH2:19][O:20][C:21]2[CH:26]=[C:25]([O:27][CH2:28][CH2:29][C:30]([CH3:33])([OH:32])[CH3:31])[CH:24]=[CH:23][N:22]=2)[C:10]=1[CH3:34])C1C=CC=CC=1. Product: [OH:32][C:30]([CH3:33])([CH3:31])[CH2:29][CH2:28][O:27][C:25]1[CH:24]=[CH:23][N:22]=[C:21]([O:20][CH2:19][C:11]2[NH:12][C:13]3[C:18]([C:9](=[O:8])[C:10]=2[CH3:34])=[CH:17][CH:16]=[CH:15][CH:14]=3)[CH:26]=1. The catalyst class is: 791. (5) Reactant: [Cl:1][C:2]1[CH:3]=[C:4]([C:8]2[C:16]([CH:17]=[O:18])=[C:15]3[N:10]([CH:11]=[N:12][CH:13]=[CH:14]3)[N:9]=2)[CH:5]=[CH:6][CH:7]=1.[C:19]([Mg]Br)#[CH:20]. Product: [Cl:1][C:2]1[CH:3]=[C:4]([C:8]2[C:16]([CH:17]([OH:18])[C:19]#[CH:20])=[C:15]3[N:10]([CH:11]=[N:12][CH:13]=[CH:14]3)[N:9]=2)[CH:5]=[CH:6][CH:7]=1. The catalyst class is: 7. (6) Reactant: [N:1]1[CH:6]=[CH:5][C:4]([C:7]2[N:11]3[N:12]=[C:13]([NH:16][C@H:17]4[CH2:22][CH2:21][C@H:20]([OH:23])[CH2:19][CH2:18]4)[CH:14]=[CH:15][C:10]3=[N:9][CH:8]=2)=[CH:3][CH:2]=1.CC(OI1(OC(C)=O)(OC(C)=O)OC(=O)C2C=CC=CC1=2)=O.C([O-])(O)=O.[Na+]. Product: [N:1]1[CH:6]=[CH:5][C:4]([C:7]2[N:11]3[N:12]=[C:13]([NH:16][CH:17]4[CH2:18][CH2:19][C:20](=[O:23])[CH2:21][CH2:22]4)[CH:14]=[CH:15][C:10]3=[N:9][CH:8]=2)=[CH:3][CH:2]=1. The catalyst class is: 4.